This data is from CYP3A4 inhibition data for predicting drug metabolism from PubChem BioAssay. The task is: Regression/Classification. Given a drug SMILES string, predict its absorption, distribution, metabolism, or excretion properties. Task type varies by dataset: regression for continuous measurements (e.g., permeability, clearance, half-life) or binary classification for categorical outcomes (e.g., BBB penetration, CYP inhibition). Dataset: cyp3a4_veith. The compound is CN(C)c1ncnc2ccc(-c3cccnc3)cc12. The result is 1 (inhibitor).